From a dataset of Retrosynthesis with 50K atom-mapped reactions and 10 reaction types from USPTO. Predict the reactants needed to synthesize the given product. (1) Given the product COc1ccc(Cl)cc1S(=O)(=O)N1CCc2ccc(C(=O)O)cc21, predict the reactants needed to synthesize it. The reactants are: COC(=O)c1ccc2c(c1)N(S(=O)(=O)c1cc(Cl)ccc1OC)CC2. (2) Given the product Cn1c(=O)c2cccc(N)c2c(=O)c2ccccc21, predict the reactants needed to synthesize it. The reactants are: CI.Nc1cccc2c(=O)[nH]c3ccccc3c(=O)c12. (3) Given the product CC(C)CNNC(=O)[C@H](CC(C)C)[C@H](C/C=C/c1ccccc1)C(=O)OC(C)(C)C, predict the reactants needed to synthesize it. The reactants are: CC(C)CNN.CC(C)C[C@@H](C(=O)O)[C@H](C/C=C/c1ccccc1)C(=O)OC(C)(C)C. (4) Given the product COc1ccc(Cl)cc1N(CCc1ccc(C(F)(F)F)cc1)C(=O)C(=O)c1ccccc1, predict the reactants needed to synthesize it. The reactants are: COc1ccc(Cl)cc1NCCc1ccc(C(F)(F)F)cc1.O=C(O)C(=O)c1ccccc1. (5) The reactants are: COCCOC(=O)Cl.c1ccc(C2NCCc3[nH]cnc32)cc1. Given the product COCCOC(=O)N1CCc2[nH]cnc2C1c1ccccc1, predict the reactants needed to synthesize it.